From a dataset of Catalyst prediction with 721,799 reactions and 888 catalyst types from USPTO. Predict which catalyst facilitates the given reaction. Reactant: [C:1]1([S:7]([CH2:10][C:11]2[CH:17]=[CH:16][CH:15]=[CH:14][C:12]=2[NH2:13])(=[O:9])=[O:8])[CH:6]=[CH:5][CH:4]=[CH:3][CH:2]=1.[N:18]([O-])=O.[Na+].[OH-].[Na+]. Product: [C:1]1([S:7]([C:10]2[C:11]3[C:12](=[CH:14][CH:15]=[CH:16][CH:17]=3)[NH:13][N:18]=2)(=[O:8])=[O:9])[CH:6]=[CH:5][CH:4]=[CH:3][CH:2]=1. The catalyst class is: 126.